From a dataset of Catalyst prediction with 721,799 reactions and 888 catalyst types from USPTO. Predict which catalyst facilitates the given reaction. Reactant: Cl[C:2]1[CH:7]=[CH:6][N:5]=[CH:4][C:3]=1[N+:8]([O-:10])=[O:9].[CH3:11][NH2:12]. Product: [CH3:11][NH:12][C:2]1[CH:7]=[CH:6][N:5]=[CH:4][C:3]=1[N+:8]([O-:10])=[O:9]. The catalyst class is: 8.